The task is: Regression. Given two drug SMILES strings and cell line genomic features, predict the synergy score measuring deviation from expected non-interaction effect.. This data is from NCI-60 drug combinations with 297,098 pairs across 59 cell lines. (1) Drug 1: CC(C1=C(C=CC(=C1Cl)F)Cl)OC2=C(N=CC(=C2)C3=CN(N=C3)C4CCNCC4)N. Drug 2: CC1C(C(=O)NC(C(=O)N2CCCC2C(=O)N(CC(=O)N(C(C(=O)O1)C(C)C)C)C)C(C)C)NC(=O)C3=C4C(=C(C=C3)C)OC5=C(C(=O)C(=C(C5=N4)C(=O)NC6C(OC(=O)C(N(C(=O)CN(C(=O)C7CCCN7C(=O)C(NC6=O)C(C)C)C)C)C(C)C)C)N)C. Cell line: UACC62. Synergy scores: CSS=38.4, Synergy_ZIP=8.96, Synergy_Bliss=18.3, Synergy_Loewe=18.1, Synergy_HSA=17.7. (2) Drug 1: CC1=C(C=C(C=C1)NC2=NC=CC(=N2)N(C)C3=CC4=NN(C(=C4C=C3)C)C)S(=O)(=O)N.Cl. Drug 2: C(CCl)NC(=O)N(CCCl)N=O. Cell line: UACC62. Synergy scores: CSS=0.305, Synergy_ZIP=-0.797, Synergy_Bliss=-0.537, Synergy_Loewe=-3.50, Synergy_HSA=-1.94. (3) Drug 1: C1=CC(=CC=C1CCC2=CNC3=C2C(=O)NC(=N3)N)C(=O)NC(CCC(=O)O)C(=O)O. Drug 2: CN(CCCl)CCCl.Cl. Cell line: RPMI-8226. Synergy scores: CSS=51.7, Synergy_ZIP=3.25, Synergy_Bliss=4.18, Synergy_Loewe=-1.94, Synergy_HSA=4.42. (4) Drug 1: CNC(=O)C1=CC=CC=C1SC2=CC3=C(C=C2)C(=NN3)C=CC4=CC=CC=N4. Drug 2: CC1C(C(CC(O1)OC2CC(CC3=C2C(=C4C(=C3O)C(=O)C5=C(C4=O)C(=CC=C5)OC)O)(C(=O)CO)O)N)O.Cl. Cell line: SNB-19. Synergy scores: CSS=39.4, Synergy_ZIP=2.08, Synergy_Bliss=2.17, Synergy_Loewe=-11.9, Synergy_HSA=3.10. (5) Synergy scores: CSS=35.0, Synergy_ZIP=-2.31, Synergy_Bliss=1.06, Synergy_Loewe=-23.2, Synergy_HSA=2.69. Drug 2: CCC1(C2=C(COC1=O)C(=O)N3CC4=CC5=C(C=CC(=C5CN(C)C)O)N=C4C3=C2)O.Cl. Cell line: M14. Drug 1: C1CN1P(=S)(N2CC2)N3CC3. (6) Drug 1: C1=CC(=C2C(=C1NCCNCCO)C(=O)C3=C(C=CC(=C3C2=O)O)O)NCCNCCO. Drug 2: C1=CC=C(C=C1)NC(=O)CCCCCCC(=O)NO. Cell line: HOP-92. Synergy scores: CSS=40.3, Synergy_ZIP=-3.31, Synergy_Bliss=-3.12, Synergy_Loewe=-6.98, Synergy_HSA=0.435. (7) Drug 1: CC1OCC2C(O1)C(C(C(O2)OC3C4COC(=O)C4C(C5=CC6=C(C=C35)OCO6)C7=CC(=C(C(=C7)OC)O)OC)O)O. Drug 2: C1CN(P(=O)(OC1)NCCCl)CCCl. Cell line: MALME-3M. Synergy scores: CSS=2.14, Synergy_ZIP=-6.25, Synergy_Bliss=-4.90, Synergy_Loewe=-23.0, Synergy_HSA=-4.37.